Dataset: Forward reaction prediction with 1.9M reactions from USPTO patents (1976-2016). Task: Predict the product of the given reaction. (1) Given the reactants [C:1]([O:5][C:6]([C:8]1[S:9][C:10](/[CH:13]=[C:14](/[C:17]([O:19]C)=[O:18])\[CH2:15][CH3:16])=[CH:11][CH:12]=1)=[O:7])([CH3:4])([CH3:3])[CH3:2].CO.[OH-].[Li+], predict the reaction product. The product is: [C:1]([O:5][C:6]([C:8]1[S:9][C:10](/[CH:13]=[C:14](\[CH2:15][CH3:16])/[C:17]([OH:19])=[O:18])=[CH:11][CH:12]=1)=[O:7])([CH3:4])([CH3:3])[CH3:2]. (2) Given the reactants I[C:2]1[C:3]([CH:13]([CH3:15])[CH3:14])=[CH:4][C:5]([CH3:12])=[C:6]([CH:11]=1)[C:7]([O:9][CH3:10])=[O:8].[CH3:16][N:17](C=O)C, predict the reaction product. The product is: [C:16]([C:2]1[C:3]([CH:13]([CH3:15])[CH3:14])=[CH:4][C:5]([CH3:12])=[C:6]([CH:11]=1)[C:7]([O:9][CH3:10])=[O:8])#[N:17]. (3) Given the reactants C([BH-](C(CC)C)C(CC)C)(CC)C.[Li+].[Si:15]([O:32][C@H:33]([CH3:53])[C@H:34]([N:44]1[CH2:49][C@H:48]([CH3:50])[O:47][C:46](=[O:51])[C:45]1=[O:52])[C:35]1[CH:40]=[C:39]([F:41])[C:38]([F:42])=[C:37]([F:43])[CH:36]=1)([C:28]([CH3:31])([CH3:30])[CH3:29])([C:22]1[CH:27]=[CH:26][CH:25]=[CH:24][CH:23]=1)[C:16]1[CH:21]=[CH:20][CH:19]=[CH:18][CH:17]=1.[OH-].[Na+].OO.S(=O)(O)[O-].[Na+], predict the reaction product. The product is: [Si:15]([O:32][C@H:33]([CH3:53])[C@H:34]([N:44]1[CH2:49][CH:48]([CH3:50])[O:47][C@H:46]([OH:51])[C:45]1=[O:52])[C:35]1[CH:40]=[C:39]([F:41])[C:38]([F:42])=[C:37]([F:43])[CH:36]=1)([C:28]([CH3:29])([CH3:31])[CH3:30])([C:22]1[CH:23]=[CH:24][CH:25]=[CH:26][CH:27]=1)[C:16]1[CH:21]=[CH:20][CH:19]=[CH:18][CH:17]=1.